This data is from Catalyst prediction with 721,799 reactions and 888 catalyst types from USPTO. The task is: Predict which catalyst facilitates the given reaction. (1) Reactant: [Cl:1][C:2]1[CH:3]=[N+:4]([O-:42])[CH:5]=[C:6]([Cl:41])[C:7]=1[CH2:8][C@H:9]([O:25][C:26](=[O:40])[C:27]1[CH:32]=[CH:31][C:30]([O:33][CH2:34][CH:35]2[CH2:37][CH2:36]2)=[C:29]([CH2:38][OH:39])[CH:28]=1)[C:10]1[CH:15]=[CH:14][C:13]([O:16][CH:17]([F:19])[F:18])=[C:12]([O:20][CH2:21][CH:22]2[CH2:24][CH2:23]2)[CH:11]=1.[Br:43][CH2:44][C:45](Cl)=[O:46]. Product: [Br:43][CH2:44][C:45]([O:39][CH2:38][C:29]1[CH:28]=[C:27]([CH:32]=[CH:31][C:30]=1[O:33][CH2:34][CH:35]1[CH2:36][CH2:37]1)[C:26]([O:25][C@H:9]([C:10]1[CH:15]=[CH:14][C:13]([O:16][CH:17]([F:19])[F:18])=[C:12]([O:20][CH2:21][CH:22]2[CH2:24][CH2:23]2)[CH:11]=1)[CH2:8][C:7]1[C:2]([Cl:1])=[CH:3][N+:4]([O-:42])=[CH:5][C:6]=1[Cl:41])=[O:40])=[O:46]. The catalyst class is: 473. (2) Reactant: [Cl:1][C:2]1[CH:3]=[C:4]2[C:9](=[CH:10][C:11]=1[O:12][C:13]1[CH:18]=[CH:17][C:16]([C:19](=[O:31])[NH:20][CH2:21][CH2:22][C:23]3[CH:28]=[CH:27][C:26]([Cl:29])=[CH:25][C:24]=3[Cl:30])=[CH:15][CH:14]=1)[O:8][CH2:7][CH2:6][CH:5]2[C:32]([OH:34])=[O:33].C[O-].[Na+:37]. Product: [Cl:1][C:2]1[CH:3]=[C:4]2[C:9](=[CH:10][C:11]=1[O:12][C:13]1[CH:18]=[CH:17][C:16]([C:19](=[O:31])[NH:20][CH2:21][CH2:22][C:23]3[CH:28]=[CH:27][C:26]([Cl:29])=[CH:25][C:24]=3[Cl:30])=[CH:15][CH:14]=1)[O:8][CH2:7][CH2:6][CH:5]2[C:32]([O-:34])=[O:33].[Na+:37]. The catalyst class is: 5. (3) Reactant: [CH:1]([C:4]1[CH:9]=[CH:8][C:7]([C@@H:10]2[C:14]3[C:15]([CH3:30])=[C:16]([NH:22][C:23](=[O:29])[CH2:24][C:25]([CH3:28])([CH3:27])[CH3:26])[C:17]([CH3:21])=[C:18]([O:19]C)[C:13]=3[O:12][CH2:11]2)=[CH:6][CH:5]=1)([CH3:3])[CH3:2].B(Br)(Br)Br.C(=O)([O-])O.[Na+]. Product: [OH:19][C:18]1[C:13]2[O:12][CH2:11][C@H:10]([C:7]3[CH:6]=[CH:5][C:4]([CH:1]([CH3:2])[CH3:3])=[CH:9][CH:8]=3)[C:14]=2[C:15]([CH3:30])=[C:16]([NH:22][C:23](=[O:29])[CH2:24][C:25]([CH3:28])([CH3:27])[CH3:26])[C:17]=1[CH3:21]. The catalyst class is: 4.